This data is from Full USPTO retrosynthesis dataset with 1.9M reactions from patents (1976-2016). The task is: Predict the reactants needed to synthesize the given product. Given the product [CH2:1]([O:3][C:4](=[O:19])[CH2:5][N:6]([C:8](=[O:18])[CH2:9][C:10](=[O:11])[C:14]([N:22]([CH3:23])[CH3:21])=[O:13])[CH3:7])[CH3:2], predict the reactants needed to synthesize it. The reactants are: [CH2:1]([O:3][C:4](=[O:19])[CH2:5][N:6]([C:8](=[O:18])/[CH:9]=[C:10]1\[O:11]C(C)(C)[O:13][C:14]\1=O)[CH3:7])[CH3:2].Cl.[CH3:21][NH:22][CH3:23].